Predict the reactants needed to synthesize the given product. From a dataset of Full USPTO retrosynthesis dataset with 1.9M reactions from patents (1976-2016). (1) Given the product [CH2:12]([N:15]([CH2:16][CH:17]=[CH2:18])[C:2](=[O:3])[CH2:4][CH2:5][C:6]1[CH:7]=[CH:8][CH:9]=[CH:10][C:11]=1[OH:1])[CH:13]=[CH2:14], predict the reactants needed to synthesize it. The reactants are: [O:1]1[C:11]2[C:6](=[CH:7][CH:8]=[CH:9][CH:10]=2)[CH2:5][CH2:4][C:2]1=[O:3].[CH2:12]([NH:15][CH2:16][CH:17]=[CH2:18])[CH:13]=[CH2:14]. (2) Given the product [Cl:18][C:8]1[C:7]2[C:12](=[CH:13][CH:14]=[C:5]([S:2]([CH3:1])(=[O:4])=[O:3])[CH:6]=2)[N:11]=[CH:10][CH:9]=1, predict the reactants needed to synthesize it. The reactants are: [CH3:1][S:2]([C:5]1[CH:6]=[C:7]2[C:12](=[CH:13][CH:14]=1)[N:11]=[CH:10][CH:9]=[C:8]2O)(=[O:4])=[O:3].P(Cl)(Cl)([Cl:18])=O. (3) Given the product [CH:8]1([CH:13]([C:21]2[CH:26]=[CH:25][C:24]([CH2:27][N:28]3[C:33](=[O:34])[CH2:32][O:31][C:30]([C:35]4[CH:40]=[CH:39][CH:38]=[CH:37][CH:36]=4)=[N:29]3)=[CH:23][CH:22]=2)[C:14]([OH:16])=[O:15])[CH2:9][CH2:10][CH2:11][CH2:12]1, predict the reactants needed to synthesize it. The reactants are: FC(F)(F)C(O)=O.[CH:8]1([CH:13]([C:21]2[CH:26]=[CH:25][C:24]([CH2:27][N:28]3[C:33](=[O:34])[CH2:32][O:31][C:30]([C:35]4[CH:40]=[CH:39][CH:38]=[CH:37][CH:36]=4)=[N:29]3)=[CH:23][CH:22]=2)[C:14]([O:16]C(C)(C)C)=[O:15])[CH2:12][CH2:11][CH2:10][CH2:9]1. (4) Given the product [CH3:10][O:11][C:12]1[CH:17]=[CH:16][C:15]([N:18]2[C:5]([NH2:6])=[CH:4][C:3]([C:2]([F:9])([F:8])[F:1])=[N:19]2)=[CH:14][CH:13]=1, predict the reactants needed to synthesize it. The reactants are: [F:1][C:2]([F:9])([F:8])[C:3](=O)[CH2:4][C:5]#[N:6].[CH3:10][O:11][C:12]1[CH:17]=[CH:16][C:15]([NH:18][NH2:19])=[CH:14][CH:13]=1.Cl. (5) Given the product [CH:10]1([S:9][C:4]2[C:3]([CH2:2][O:30][C:26]3[C:25]([F:31])=[CH:24][C:23]([CH:21]4[CH2:22][CH:20]4[C:18]([OH:19])=[O:17])=[CH:28][C:27]=3[F:29])=[CH:8][CH:7]=[CH:6][N:5]=2)[CH2:14][CH2:13][CH2:12][CH2:11]1, predict the reactants needed to synthesize it. The reactants are: Cl[CH2:2][C:3]1[C:4]([S:9][CH:10]2[CH2:14][CH2:13][CH2:12][CH2:11]2)=[N:5][CH:6]=[CH:7][CH:8]=1.C([O:17][C:18]([CH:20]1[CH2:22][CH:21]1[C:23]1[CH:28]=[C:27]([F:29])[C:26]([OH:30])=[C:25]([F:31])[CH:24]=1)=[O:19])C. (6) Given the product [Cl:1][C:2]1[C:7]([N+:8]([O-:10])=[O:9])=[C:6]([NH:11][CH2:12][C:13]([NH:15][C:26](=[O:28])[CH3:27])([CH3:14])[CH3:16])[C:5]([CH3:17])=[C:4]([CH3:18])[N:3]=1, predict the reactants needed to synthesize it. The reactants are: [Cl:1][C:2]1[C:7]([N+:8]([O-:10])=[O:9])=[C:6]([NH:11][CH2:12][C:13]([CH3:16])([NH2:15])[CH3:14])[C:5]([CH3:17])=[C:4]([CH3:18])[N:3]=1.C(N(CC)CC)C.[C:26](OC(=O)C)(=[O:28])[CH3:27]. (7) Given the product [Cl:32][C:9]1[N:8]([CH2:13][CH2:14][CH2:15][S:16]([CH3:19])(=[O:18])=[O:17])[C:7](=[O:20])[C:6]2[C:11](=[C:2]([I:1])[CH:3]=[CH:4][CH:5]=2)[N:10]=1, predict the reactants needed to synthesize it. The reactants are: [I:1][C:2]1[CH:3]=[CH:4][CH:5]=[C:6]2[C:11]=1[NH:10][C:9](=O)[N:8]([CH2:13][CH2:14][CH2:15][S:16]([CH3:19])(=[O:18])=[O:17])[C:7]2=[O:20].CCN(C(C)C)C(C)C.P(Cl)(Cl)([Cl:32])=O. (8) The reactants are: [CH2:1]([CH:19]([N:38]=[N+:39]=[N-:40])[CH2:20][CH2:21][CH2:22][CH2:23][CH2:24][CH2:25][CH2:26][CH2:27]/[CH:28]=[CH:29]\[CH2:30]/[CH:31]=[CH:32]\[CH2:33][CH2:34][CH2:35][CH2:36][CH3:37])[CH2:2][CH2:3][CH2:4][CH2:5][CH2:6][CH2:7][CH2:8]/[CH:9]=[CH:10]\[CH2:11]/[CH:12]=[CH:13]\[CH2:14][CH2:15][CH2:16][CH2:17][CH3:18].[CH3:41][N:42]([CH3:46])[CH2:43][C:44]#[CH:45].O=C1O[C@H]([C@H](CO)O)C([O-])=C1O.[Na+]. Given the product [CH3:18][CH2:17][CH2:16][CH2:15][CH2:14]/[CH:13]=[CH:12]\[CH2:11]/[CH:10]=[CH:9]\[CH2:8][CH2:7][CH2:6][CH2:5][CH2:4][CH2:3][CH2:2][CH2:1][CH:19]([N:38]1[CH:45]=[C:44]([CH2:43][N:42]([CH3:46])[CH3:41])[N:40]=[N:39]1)[CH2:20][CH2:21][CH2:22][CH2:23][CH2:24][CH2:25][CH2:26][CH2:27]/[CH:28]=[CH:29]\[CH2:30]/[CH:31]=[CH:32]\[CH2:33][CH2:34][CH2:35][CH2:36][CH3:37], predict the reactants needed to synthesize it. (9) Given the product [CH3:27][C:14]1[C:11]2[CH2:12][CH2:13][NH:8][C:9](=[O:28])[C:10]=2[N:16]([C:17]2[CH:18]=[CH:19][C:20]([S:23]([NH2:26])(=[O:25])=[O:24])=[CH:21][CH:22]=2)[N:15]=1, predict the reactants needed to synthesize it. The reactants are: COC1C=CC(C[N:8]2[CH2:13][CH2:12][C:11]3[C:14]([CH3:27])=[N:15][N:16]([C:17]4[CH:22]=[CH:21][C:20]([S:23]([NH2:26])(=[O:25])=[O:24])=[CH:19][CH:18]=4)[C:10]=3[C:9]2=[O:28])=CC=1. (10) Given the product [Cl:1][C:2]1[N:3]([CH2:10][C@:11]([OH:15])([CH3:14])[CH2:12][O:13][S:17]([CH3:16])(=[O:19])=[O:18])[CH:4]=[C:5]([N+:7]([O-:9])=[O:8])[N:6]=1, predict the reactants needed to synthesize it. The reactants are: [Cl:1][C:2]1[N:3]([CH2:10][C@:11]([OH:15])([CH3:14])[CH2:12][OH:13])[CH:4]=[C:5]([N+:7]([O-:9])=[O:8])[N:6]=1.[CH3:16][S:17](Cl)(=[O:19])=[O:18].Cl.